This data is from Full USPTO retrosynthesis dataset with 1.9M reactions from patents (1976-2016). The task is: Predict the reactants needed to synthesize the given product. (1) Given the product [CH3:19][N:20]1[CH2:21][CH2:7][CH2:6][CH2:5][CH:4]1[C:8]1[N:12]=[C:11]([CH2:13][CH2:14][C:15]([O:17][CH3:18])=[O:16])[O:10][N:9]=1, predict the reactants needed to synthesize it. The reactants are: CN1[CH2:7][CH2:6][CH2:5][CH:4]([C:8]2[N:12]=[C:11]([CH2:13][CH2:14][C:15]([O:17][CH3:18])=[O:16])[O:10][N:9]=2)C1.[CH3:19][N:20]1CCC[CH:21]1C1N=C(CCC(OC)=O)ON=1. (2) The reactants are: [S:1]1[C:5]2=[N:6][CH:7]=[CH:8][N:4]2[C:3]([NH:9][CH2:10][CH2:11][CH2:12][CH2:13][CH2:14][CH2:15][NH2:16])=[N:2]1.[C:17]1([S:27](Cl)(=[O:29])=[O:28])[C:26]2[C:21](=[CH:22][CH:23]=[CH:24][CH:25]=2)[CH:20]=[CH:19][CH:18]=1. Given the product [S:1]1[C:5]2=[N:6][CH:7]=[CH:8][N:4]2[C:3]([NH:9][CH2:10][CH2:11][CH2:12][CH2:13][CH2:14][CH2:15][NH:16][S:27]([C:17]2[C:26]3[C:21](=[CH:22][CH:23]=[CH:24][CH:25]=3)[CH:20]=[CH:19][CH:18]=2)(=[O:29])=[O:28])=[N:2]1, predict the reactants needed to synthesize it.